Dataset: Full USPTO retrosynthesis dataset with 1.9M reactions from patents (1976-2016). Task: Predict the reactants needed to synthesize the given product. (1) Given the product [CH:1]1([C:4]2[NH:8][C:7]3[CH:9]=[C:10]([C:17]4[C:18]([CH3:23])=[N:19][O:20][C:21]=4[CH3:22])[CH:11]=[C:12]([C:13]([OH:14])([CH:29]([CH3:33])[CH3:30])[CH:24]([CH3:26])[CH3:25])[C:6]=3[N:5]=2)[CH2:2][CH2:3]1, predict the reactants needed to synthesize it. The reactants are: [CH:1]1([C:4]2[NH:8][C:7]3[CH:9]=[C:10]([C:17]4[C:18]([CH3:23])=[N:19][O:20][C:21]=4[CH3:22])[CH:11]=[C:12]([C:13](OC)=[O:14])[C:6]=3[N:5]=2)[CH2:3][CH2:2]1.[CH:24]([Mg]Br)([CH3:26])[CH3:25].[CH2:29]1[CH2:33]OC[CH2:30]1. (2) Given the product [Cl:33][C:28]1[CH:27]=[C:26]([S:23]([NH:22][CH2:21][C:11]2([C:14]3[CH:15]=[CH:16][C:17]([I:20])=[CH:18][CH:19]=3)[CH2:10][CH2:9][NH:8][CH2:13][CH2:12]2)(=[O:25])=[O:24])[CH:31]=[CH:30][C:29]=1[F:32], predict the reactants needed to synthesize it. The reactants are: C(OC([N:8]1[CH2:13][CH2:12][C:11]([CH2:21][NH:22][S:23]([C:26]2[CH:31]=[CH:30][C:29]([F:32])=[C:28]([Cl:33])[CH:27]=2)(=[O:25])=[O:24])([C:14]2[CH:19]=[CH:18][C:17]([I:20])=[CH:16][CH:15]=2)[CH2:10][CH2:9]1)=O)(C)(C)C.C(O)(C(F)(F)F)=O. (3) The reactants are: Cl[C:2]1[CH:7]=[CH:6][C:5]2[O:8][C:9]3([CH3:20])[CH2:13][CH2:12][CH2:11][CH:10]3[C:14]3([CH2:18][O:17][C:16]([NH2:19])=[N:15]3)[C:4]=2[CH:3]=1.F[B-](F)(F)F.C1([PH+](C2CCCCC2)C2CCCCC2)CCCCC1.[O-]P([O-])([O-])=O.[K+].[K+].[K+].[F:53][C:54]1[C:59](B(O)O)=[CH:58][CH:57]=[CH:56][N:55]=1. Given the product [F:53][C:54]1[C:59]([C:2]2[CH:7]=[CH:6][C:5]3[O:8][C:9]4([CH3:20])[CH2:13][CH2:12][CH2:11][CH:10]4[C:14]4([CH2:18][O:17][C:16]([NH2:19])=[N:15]4)[C:4]=3[CH:3]=2)=[CH:58][CH:57]=[CH:56][N:55]=1, predict the reactants needed to synthesize it. (4) Given the product [CH3:8][O:9][C:10]1[CH:17]=[CH:16][C:13]([CH2:14][N:15]=[C:3]([CH3:4])[C:2]([F:7])([F:6])[F:1])=[CH:12][CH:11]=1, predict the reactants needed to synthesize it. The reactants are: [F:1][C:2]([F:7])([F:6])[C:3](=O)[CH3:4].[CH3:8][O:9][C:10]1[CH:17]=[CH:16][C:13]([CH2:14][NH2:15])=[CH:12][CH:11]=1.C(N(CC)CC)C. (5) Given the product [CH3:1][NH:2][C:3]([C:5]1[C:13]2[C:8](=[CH:9][C:10]([NH:14][C:15]3[CH:23]=[CH:22][CH:21]=[CH:20][C:16]=3[C:17](=[O:18])[NH:33][CH2:30][C:31]#[CH:32])=[CH:11][CH:12]=2)[N:7]([CH:24]2[CH2:29][CH2:28][CH2:27][CH2:26][O:25]2)[N:6]=1)=[O:4], predict the reactants needed to synthesize it. The reactants are: [CH3:1][NH:2][C:3]([C:5]1[C:13]2[C:8](=[CH:9][C:10]([NH:14][C:15]3[CH:23]=[CH:22][CH:21]=[CH:20][C:16]=3[C:17](O)=[O:18])=[CH:11][CH:12]=2)[N:7]([CH:24]2[CH2:29][CH2:28][CH2:27][CH2:26][O:25]2)[N:6]=1)=[O:4].[CH2:30]([NH2:33])[C:31]#[CH:32].CN(C(ON1N=NC2C=CC=NC1=2)=[N+](C)C)C.F[P-](F)(F)(F)(F)F. (6) Given the product [F:1][C:2]1[CH:3]=[C:4]([CH:19]=[CH:20][CH:21]=1)[CH2:5][O:6][C:7]1[CH:16]=[C:15]2[C:10]([C:11](=[O:18])[N:12]([CH2:44][C:46]([NH2:48])=[O:47])[C:13]([CH3:17])=[N:14]2)=[CH:9][CH:8]=1, predict the reactants needed to synthesize it. The reactants are: [F:1][C:2]1[CH:3]=[C:4]([CH:19]=[CH:20][CH:21]=1)[CH2:5][O:6][C:7]1[CH:16]=[C:15]2[C:10]([C:11](=[O:18])[NH:12][C:13]([CH3:17])=[N:14]2)=[CH:9][CH:8]=1.NC1C=C(OCC2C=CC=C(F)C=2)C=CC=1C(O)=O.CCO[C:44]([C:46]([NH2:48])=[O:47])=O.Cl.C[O-].[Na+]. (7) Given the product [C:12]([O:11][C:9]([N:26]1[CH2:27][C:28](=[O:29])[N:24]([C:19]2[CH:18]=[C:17]([Cl:16])[CH:22]=[C:21]([Cl:23])[CH:20]=2)[C:25]1=[O:30])=[O:10])([CH3:13])([CH3:14])[CH3:15], predict the reactants needed to synthesize it. The reactants are: [C:12]([O:11][C:9](O[C:9]([O:11][C:12]([CH3:15])([CH3:14])[CH3:13])=[O:10])=[O:10])([CH3:15])([CH3:14])[CH3:13].[Cl:16][C:17]1[CH:18]=[C:19]([N:24]2[C:28](=[O:29])[CH2:27][NH:26][C:25]2=[O:30])[CH:20]=[C:21]([Cl:23])[CH:22]=1.